The task is: Predict the reactants needed to synthesize the given product.. This data is from Full USPTO retrosynthesis dataset with 1.9M reactions from patents (1976-2016). (1) Given the product [OH:39][C:38]1[CH:40]=[C:41]([OH:42])[CH:43]=[CH:44][C:45]=1[C:2]1[N:7]=[C:6]([C:8]2[CH:13]=[CH:12][C:11]([O:14][C:15]3[CH:20]=[CH:19][CH:18]=[CH:17][CH:16]=3)=[CH:10][CH:9]=2)[N:5]=[C:4]([C:21]2[CH:26]=[CH:25][C:24]([O:27][C:28]3[CH:33]=[CH:32][CH:31]=[CH:30][CH:29]=3)=[CH:23][CH:22]=2)[N:3]=1, predict the reactants needed to synthesize it. The reactants are: Cl[C:2]1[N:7]=[C:6]([C:8]2[CH:13]=[CH:12][C:11]([O:14][C:15]3[CH:20]=[CH:19][CH:18]=[CH:17][CH:16]=3)=[CH:10][CH:9]=2)[N:5]=[C:4]([C:21]2[CH:26]=[CH:25][C:24]([O:27][C:28]3[CH:33]=[CH:32][CH:31]=[CH:30][CH:29]=3)=[CH:23][CH:22]=2)[N:3]=1.[Cl-].[Al+3].[Cl-].[Cl-].[C:38]1([CH:45]=[CH:44][CH:43]=[C:41]([OH:42])[CH:40]=1)[OH:39]. (2) Given the product [Cl:5]([O-:9])(=[O:8])(=[O:7])=[O:6].[F:11][P-:12]([F:17])([F:16])([F:15])([F:14])[F:13], predict the reactants needed to synthesize it. The reactants are: C(Cl)(Cl)Cl.[Cl:5]([O-:9])(=[O:8])(=[O:7])=[O:6].[Na+].[F:11][P-:12]([F:17])([F:16])([F:15])([F:14])[F:13].[K+]. (3) Given the product [Cl:11][C:9]1[CH:10]=[C:2]([C:17]#[N:18])[CH:3]=[C:4]2[C:8]=1[C:7](=[O:12])[N:6]([CH2:13][CH:14]1[CH2:16][CH2:15]1)[CH2:5]2, predict the reactants needed to synthesize it. The reactants are: Br[C:2]1[CH:3]=[C:4]2[C:8](=[C:9]([Cl:11])[CH:10]=1)[C:7](=[O:12])[N:6]([CH2:13][CH:14]1[CH2:16][CH2:15]1)[CH2:5]2.[CH3:17][N:18](C=O)C. (4) Given the product [Br:34][CH2:23][CH2:22][CH2:21][CH2:24][CH2:25][O:1][C:2]1[CH:3]=[C:4]([CH:17]=[CH:18][CH:19]=1)[C:5](=[O:16])[CH:6]=[CH:7][C:8]1[CH:13]=[CH:12][C:11]([O:14][CH3:15])=[CH:10][CH:9]=1, predict the reactants needed to synthesize it. The reactants are: [OH:1][C:2]1[CH:3]=[C:4]([CH:17]=[CH:18][CH:19]=1)[C:5](=[O:16])[CH:6]=[CH:7][C:8]1[CH:13]=[CH:12][C:11]([O:14][CH3:15])=[CH:10][CH:9]=1.Br[C:21](Br)([CH2:24][CH3:25])[CH2:22][CH3:23].C(=O)([O-])[O-].[K+].[K+].[K+].[Br-:34]. (5) Given the product [CH3:19][CH:18]1[C:9]2[C:4](=[CH:5][CH:6]=[CH:7][CH:8]=2)[CH2:16][C:17]1=[O:26], predict the reactants needed to synthesize it. The reactants are: C1[C:9]2[C:4](=[CH:5][CH:6]=[CH:7][CH:8]=2)C=C1N1CCCC1.[Li][CH2:16][CH2:17][CH2:18][CH3:19].IC.[Na+].[Cl-].CC1CCC[O:26]1.